Regression. Given a peptide amino acid sequence and an MHC pseudo amino acid sequence, predict their binding affinity value. This is MHC class II binding data. From a dataset of Peptide-MHC class II binding affinity with 134,281 pairs from IEDB. The peptide sequence is IIGLILQIGNIISIWPV. The MHC is DRB1_0701 with pseudo-sequence DRB1_0701. The binding affinity (normalized) is 0.254.